Dataset: Peptide-MHC class II binding affinity with 134,281 pairs from IEDB. Task: Regression. Given a peptide amino acid sequence and an MHC pseudo amino acid sequence, predict their binding affinity value. This is MHC class II binding data. (1) The peptide sequence is ALREKVLGLPAIKAW. The MHC is DRB1_0405 with pseudo-sequence DRB1_0405. The binding affinity (normalized) is 0.318. (2) The peptide sequence is CHDGMGWLTIGISGP. The MHC is DRB5_0101 with pseudo-sequence DRB5_0101. The binding affinity (normalized) is 0.0890. (3) The peptide sequence is KTPSLDIEGGSDAAE. The MHC is DRB1_0101 with pseudo-sequence DRB1_0101. The binding affinity (normalized) is 0.646. (4) The peptide sequence is SSGKNEGTNIYNNNE. The MHC is DRB1_1201 with pseudo-sequence DRB1_1201. The binding affinity (normalized) is 0. (5) The binding affinity (normalized) is 0.456. The MHC is DRB1_1501 with pseudo-sequence DRB1_1501. The peptide sequence is GTILVKVEYKGEDAP. (6) The peptide sequence is IPKGDFLTGPLNFTG. The MHC is DRB1_1602 with pseudo-sequence DRB1_1602. The binding affinity (normalized) is 0.303. (7) The binding affinity (normalized) is 0.457. The peptide sequence is AKSSPAYPSVLGQTI. The MHC is DRB1_0701 with pseudo-sequence DRB1_0701. (8) The peptide sequence is EEGKCGLNSVDSLEH. The MHC is DRB1_1301 with pseudo-sequence DRB1_1301. The binding affinity (normalized) is 0. (9) The peptide sequence is SGTNNKTMAVCTNAK. The MHC is DRB1_0405 with pseudo-sequence DRB1_0405. The binding affinity (normalized) is 0.462.